From a dataset of Reaction yield outcomes from USPTO patents with 853,638 reactions. Predict the reaction yield, written as a fraction of the theoretical maximum amount of product (1.0 means a 100% yield; for example, 0.34 means a 34% yield). (1) The reactants are [CH:1]1([O:5][C:6]2[C:15](B3OC(C)(C)C(C)(C)O3)=[CH:14][CH:13]=[C:12]3[C:7]=2[CH2:8][CH2:9][C@H:10]([CH3:29])[N:11]3[C:25]([O:27][CH3:28])=[O:26])[CH2:4][CH2:3][CH2:2]1.[CH2:30]([O:37][CH:38]1[CH2:41][CH:40]([N:42]2[CH:46]=[C:45](I)[CH:44]=[N:43]2)[CH2:39]1)[C:31]1[CH:36]=[CH:35][CH:34]=[CH:33][CH:32]=1.C(=O)([O-])[O-].[Na+].[Na+].O1CCOCC1. The catalyst is C(OCC)(=O)C.C1C=CC(P(C2C=CC=CC=2)[C-]2C=CC=C2)=CC=1.C1C=CC(P(C2C=CC=CC=2)[C-]2C=CC=C2)=CC=1.Cl[Pd]Cl.[Fe+2].ClCCl.O. The product is [CH2:30]([O:37][CH:38]1[CH2:39][CH:40]([N:42]2[CH:46]=[C:45]([C:15]3[C:6]([O:5][CH:1]4[CH2:4][CH2:3][CH2:2]4)=[C:7]4[C:12](=[CH:13][CH:14]=3)[N:11]([C:25]([O:27][CH3:28])=[O:26])[C@@H:10]([CH3:29])[CH2:9][CH2:8]4)[CH:44]=[N:43]2)[CH2:41]1)[C:31]1[CH:32]=[CH:33][CH:34]=[CH:35][CH:36]=1. The yield is 0.480. (2) The reactants are Cl[C:2]1[CH:3]=[C:4]([CH2:21][N:22]2[CH2:27][CH2:26][O:25][CH2:24][CH2:23]2)[C:5]2[N:6]([C:8]([CH2:12][C:13]3[CH:18]=[CH:17][C:16]([Cl:19])=[CH:15][C:14]=3[F:20])=[C:9]([CH3:11])[N:10]=2)[N:7]=1.[CH3:28][O:29][C:30]1[CH:43]=[CH:42][C:33]([CH2:34][N:35]2[C:39]([CH3:40])=[CH:38][C:37]([NH2:41])=[N:36]2)=[CH:32][CH:31]=1.C(=O)([O-])[O-].[K+].[K+].C1(P(C2C=CC=CC=2)C2C3OC4C(=CC=CC=4P(C4C=CC=CC=4)C4C=CC=CC=4)C(C)(C)C=3C=CC=2)C=CC=CC=1. The catalyst is C1C=CC(/C=C/C(/C=C/C2C=CC=CC=2)=O)=CC=1.C1C=CC(/C=C/C(/C=C/C2C=CC=CC=2)=O)=CC=1.[Pd].O1CCOCC1.O. The product is [Cl:19][C:16]1[CH:17]=[CH:18][C:13]([CH2:12][C:8]2[N:6]3[N:7]=[C:2]([NH:41][C:37]4[CH:38]=[C:39]([CH3:40])[N:35]([CH2:34][C:33]5[CH:42]=[CH:43][C:30]([O:29][CH3:28])=[CH:31][CH:32]=5)[N:36]=4)[CH:3]=[C:4]([CH2:21][N:22]4[CH2:23][CH2:24][O:25][CH2:26][CH2:27]4)[C:5]3=[N:10][C:9]=2[CH3:11])=[C:14]([F:20])[CH:15]=1. The yield is 0.860. (3) The reactants are [Cl:1]C(OC(Cl)C)=O.C([N:15]1[CH2:38][CH:37]([C:39]2[O:43][N:42]=[C:41]([CH3:44])[N:40]=2)[O:36][C:17]2([CH2:22][CH2:21][N:20]([C:23]([C:25]3[CH:30]=[CH:29][C:28]([O:31][CH:32]([CH3:34])[CH3:33])=[C:27]([CH3:35])[CH:26]=3)=[O:24])[CH2:19][CH2:18]2)[CH2:16]1)C1C=CC=CC=1. The catalyst is ClCCCl. The product is [ClH:1].[CH:32]([O:31][C:28]1[CH:29]=[CH:30][C:25]([C:23]([N:20]2[CH2:21][CH2:22][C:17]3([O:36][CH:37]([C:39]4[O:43][N:42]=[C:41]([CH3:44])[N:40]=4)[CH2:38][NH:15][CH2:16]3)[CH2:18][CH2:19]2)=[O:24])=[CH:26][C:27]=1[CH3:35])([CH3:34])[CH3:33]. The yield is 0.470. (4) The reactants are [OH:1][C:2]1[CH:15]=[CH:14][C:13]2[S:12][C:11]3[C:6](=[CH:7][CH:8]=[CH:9][CH:10]=3)[C:5](=[O:16])[C:4]=2[CH:3]=1.C([O-])([O-])=O.[K+].[K+].Cl[CH2:24][CH2:25][C:26](Cl)=[O:27]. The catalyst is CC(C)=O. The product is [O:16]=[C:5]1[C:4]2[CH:3]=[C:2]([O:1][C:26](=[O:27])[CH:25]=[CH2:24])[CH:15]=[CH:14][C:13]=2[S:12][C:11]2[C:6]1=[CH:7][CH:8]=[CH:9][CH:10]=2. The yield is 0.190. (5) The reactants are O.[OH-].[Li+].C([O:6][C:7](=[O:27])[CH:8]([O:24][CH2:25][CH3:26])[CH2:9][C:10]1[CH:15]=[CH:14][C:13]([O:16][CH2:17][C:18]2[CH:23]=[CH:22][CH:21]=[CH:20][CH:19]=2)=[CH:12][CH:11]=1)C. The catalyst is O.O1CCOCC1. The product is [CH2:17]([O:16][C:13]1[CH:12]=[CH:11][C:10]([CH2:9][CH:8]([O:24][CH2:25][CH3:26])[C:7]([OH:27])=[O:6])=[CH:15][CH:14]=1)[C:18]1[CH:23]=[CH:22][CH:21]=[CH:20][CH:19]=1. The yield is 0.992. (6) The reactants are [Cl:1][C:2]1[CH:3]=[C:4]([CH:7]=[C:8]([Cl:10])[CH:9]=1)[CH2:5]Cl.[C-:11]#[N:12].[Na+]. The catalyst is CS(C)=O.C(OCC)C. The product is [Cl:1][C:2]1[CH:3]=[C:4]([CH2:5][C:11]#[N:12])[CH:7]=[C:8]([Cl:10])[CH:9]=1. The yield is 0.518. (7) The reactants are [C:1]([C:5]1[NH:9][C:8](=[O:10])[N:7]([C:11]2[CH:16]=[CH:15][C:14]([O:17][C:18]3[CH:23]=[C:22](Cl)[N:21]=[CH:20][N:19]=3)=[C:13]([CH3:25])[N:12]=2)[N:6]=1)([CH3:4])([CH3:3])[CH3:2].[CH3:26][N:27]1[CH:31]=[C:30](B2OC(C)(C)C(C)(C)O2)[CH:29]=[N:28]1.C([O-])([O-])=O.[K+].[K+].O1CCOCC1. The catalyst is [NH4+].[Cl-].C1C=CC([P]([Pd]([P](C2C=CC=CC=2)(C2C=CC=CC=2)C2C=CC=CC=2)([P](C2C=CC=CC=2)(C2C=CC=CC=2)C2C=CC=CC=2)[P](C2C=CC=CC=2)(C2C=CC=CC=2)C2C=CC=CC=2)(C2C=CC=CC=2)C2C=CC=CC=2)=CC=1.O. The product is [C:1]([C:5]1[NH:9][C:8](=[O:10])[N:7]([C:11]2[CH:16]=[CH:15][C:14]([O:17][C:18]3[CH:23]=[C:22]([C:30]4[CH:29]=[N:28][N:27]([CH3:26])[CH:31]=4)[N:21]=[CH:20][N:19]=3)=[C:13]([CH3:25])[N:12]=2)[N:6]=1)([CH3:4])([CH3:3])[CH3:2]. The yield is 0.483.